From a dataset of NCI-60 drug combinations with 297,098 pairs across 59 cell lines. Regression. Given two drug SMILES strings and cell line genomic features, predict the synergy score measuring deviation from expected non-interaction effect. (1) Cell line: HCT116. Drug 2: C1CC(C1)(C(=O)O)C(=O)O.[NH2-].[NH2-].[Pt+2]. Drug 1: C1=NC2=C(N=C(N=C2N1C3C(C(C(O3)CO)O)O)F)N. Synergy scores: CSS=30.8, Synergy_ZIP=9.58, Synergy_Bliss=8.01, Synergy_Loewe=0.856, Synergy_HSA=0.418. (2) Drug 1: CC1=CC=C(C=C1)C2=CC(=NN2C3=CC=C(C=C3)S(=O)(=O)N)C(F)(F)F. Drug 2: C#CCC(CC1=CN=C2C(=N1)C(=NC(=N2)N)N)C3=CC=C(C=C3)C(=O)NC(CCC(=O)O)C(=O)O. Cell line: COLO 205. Synergy scores: CSS=53.4, Synergy_ZIP=7.01, Synergy_Bliss=2.57, Synergy_Loewe=-16.9, Synergy_HSA=-0.299.